From a dataset of Full USPTO retrosynthesis dataset with 1.9M reactions from patents (1976-2016). Predict the reactants needed to synthesize the given product. (1) Given the product [CH3:1][O:2][C:3]1[CH:10]=[CH:9][C:8]([N+:11]([O-:13])=[O:12])=[CH:7][C:4]=1[CH2:5][N:18]1[CH2:19][CH2:20][N:15]([CH3:14])[CH2:16][CH2:17]1, predict the reactants needed to synthesize it. The reactants are: [CH3:1][O:2][C:3]1[CH:10]=[CH:9][C:8]([N+:11]([O-:13])=[O:12])=[CH:7][C:4]=1[CH:5]=O.[CH3:14][N:15]1[CH2:20][CH2:19][NH:18][CH2:17][CH2:16]1.C([BH3-])#N.[Na+].[OH-].[Na+]. (2) Given the product [NH2:20][C:13]1[C:14]([F:19])=[C:15]([F:18])[C:16]([F:17])=[C:11]([F:10])[C:12]=1[NH:21][C:8]([NH:7][C:3]1[C:2]([CH3:1])=[CH:6][S:5][CH:4]=1)=[S:9], predict the reactants needed to synthesize it. The reactants are: [CH3:1][C:2]1[C:3]([N:7]=[C:8]=[S:9])=[CH:4][S:5][CH:6]=1.[F:10][C:11]1[C:12]([NH2:21])=[C:13]([NH2:20])[C:14]([F:19])=[C:15]([F:18])[C:16]=1[F:17]. (3) The reactants are: [CH:1]([C:4]1[CH:5]=[CH:6][C:7]([O:52][CH3:53])=[C:8]([C:10]2[CH:15]=[CH:14][C:13]([C:16]([F:19])([F:18])[F:17])=[CH:12][C:11]=2[CH2:20][N:21]([CH2:34][C:35]2[CH:36]=[C:37]([CH:45]=[C:46]([C:48]([F:51])([F:50])[F:49])[CH:47]=2)[O:38][CH2:39][CH2:40][CH2:41][C:42]([OH:44])=[O:43])[C:22]2[N:27]=[CH:26][C:25]([N:28]3[CH2:33][CH2:32][O:31][CH2:30][CH2:29]3)=[CH:24][N:23]=2)[CH:9]=1)([CH3:3])[CH3:2].[OH-].[Na+:55]. Given the product [Na+:55].[CH:1]([C:4]1[CH:5]=[CH:6][C:7]([O:52][CH3:53])=[C:8]([C:10]2[CH:15]=[CH:14][C:13]([C:16]([F:19])([F:18])[F:17])=[CH:12][C:11]=2[CH2:20][N:21]([CH2:34][C:35]2[CH:36]=[C:37]([CH:45]=[C:46]([C:48]([F:51])([F:49])[F:50])[CH:47]=2)[O:38][CH2:39][CH2:40][CH2:41][C:42]([O-:44])=[O:43])[C:22]2[N:27]=[CH:26][C:25]([N:28]3[CH2:29][CH2:30][O:31][CH2:32][CH2:33]3)=[CH:24][N:23]=2)[CH:9]=1)([CH3:3])[CH3:2], predict the reactants needed to synthesize it. (4) Given the product [C:11]1([S:17]([C:2]2[CH:6]=[C:5]([CH3:7])[S:4][C:3]=2[CH:8]=[O:9])(=[O:19])=[O:18])[CH:16]=[CH:15][CH:14]=[CH:13][CH:12]=1, predict the reactants needed to synthesize it. The reactants are: Br[C:2]1[CH:6]=[C:5]([CH3:7])[S:4][C:3]=1[CH:8]=[O:9].[Na+].[C:11]1([S:17]([O-:19])=[O:18])[CH:16]=[CH:15][CH:14]=[CH:13][CH:12]=1. (5) Given the product [F:21][C:16]1[CH:17]=[CH:18][CH:19]=[CH:20][C:15]=1[C:12]1[CH:13]=[CH:14][C:9]2[N:10]([C:23]([NH:22][C:25]3[CH:26]=[N:27][CH:28]=[CH:29][C:30]=3[N:31]3[CH2:36][CH2:35][CH2:34][C@H:33]([NH:37][C:38](=[O:44])[O:39][C:40]([CH3:42])([CH3:41])[CH3:43])[CH2:32]3)=[N:5][CH:8]=2)[N:11]=1, predict the reactants needed to synthesize it. The reactants are: P(C)(C)C.[N:5]([CH2:8][C:9]1[N:10]=[N:11][C:12]([C:15]2[CH:20]=[CH:19][CH:18]=[CH:17][C:16]=2[F:21])=[CH:13][CH:14]=1)=[N+]=[N-].[N:22]([C:25]1[CH:26]=[N:27][CH:28]=[CH:29][C:30]=1[N:31]1[CH2:36][CH2:35][CH2:34][C@H:33]([NH:37][C:38](=[O:44])[O:39][C:40]([CH3:43])([CH3:42])[CH3:41])[CH2:32]1)=[C:23]=S. (6) Given the product [N:1]1([C:16]([NH:15][C:7](=[O:14])[C:8]2[CH:9]=[CH:10][CH:11]=[CH:12][CH:13]=2)=[S:17])[CH2:6][CH2:5][O:4][CH2:3][CH2:2]1, predict the reactants needed to synthesize it. The reactants are: [NH:1]1[CH2:6][CH2:5][O:4][CH2:3][CH2:2]1.[C:7]([N:15]=[C:16]=[S:17])(=[O:14])[C:8]1[CH:13]=[CH:12][CH:11]=[CH:10][CH:9]=1. (7) Given the product [Cl:1][C:2]1[CH:7]=[CH:6][C:5]([N:8]2[C:12]([C:13]3[CH:18]=[CH:17][C:16]([CH2:19][CH2:20][NH:21][S:34]([CH3:33])(=[O:36])=[O:35])=[CH:15][CH:14]=3)=[CH:11][C:10]([C:22]([F:23])([F:25])[F:24])=[N:9]2)=[CH:4][CH:3]=1, predict the reactants needed to synthesize it. The reactants are: [Cl:1][C:2]1[CH:7]=[CH:6][C:5]([N:8]2[C:12]([C:13]3[CH:18]=[CH:17][C:16]([CH2:19][CH2:20][NH2:21])=[CH:15][CH:14]=3)=[CH:11][C:10]([C:22]([F:25])([F:24])[F:23])=[N:9]2)=[CH:4][CH:3]=1.C(N(CC)CC)C.[CH3:33][S:34](Cl)(=[O:36])=[O:35]. (8) Given the product [F:29][C:30]1[C:35]([F:36])=[C:34]([F:37])[CH:33]=[CH:32][C:31]=1[NH:38][C:39]([NH:21][C:20]1[N:16]([C:12]2[CH:13]=[CH:14][CH:15]=[C:10]([CH2:9][OH:8])[CH:11]=2)[N:17]=[C:18]([C:22]2[CH:27]=[CH:26][CH:25]=[CH:24][C:23]=2[F:28])[CH:19]=1)=[O:40], predict the reactants needed to synthesize it. The reactants are: [Si]([O:8][CH2:9][C:10]1[CH:11]=[C:12]([N:16]2[C:20]([NH2:21])=[CH:19][C:18]([C:22]3[CH:27]=[CH:26][CH:25]=[CH:24][C:23]=3[F:28])=[N:17]2)[CH:13]=[CH:14][CH:15]=1)(C(C)(C)C)(C)C.[F:29][C:30]1[C:35]([F:36])=[C:34]([F:37])[CH:33]=[CH:32][C:31]=1[N:38]=[C:39]=[O:40]. (9) Given the product [C:10]([O:9][C:7]([N:1]1[CH2:6][CH2:5][N:4]([C:27]2[C:26]3[C:31](=[CH:32][C:33]([Cl:34])=[C:24]([Br:23])[CH:25]=3)[N:30]=[C:29]([Cl:35])[N:28]=2)[CH2:3][CH2:2]1)=[O:8])([CH3:13])([CH3:12])[CH3:11], predict the reactants needed to synthesize it. The reactants are: [N:1]1([C:7]([O:9][C:10]([CH3:13])([CH3:12])[CH3:11])=[O:8])[CH2:6][CH2:5][NH:4][CH2:3][CH2:2]1.CCN(C(C)C)C(C)C.[Br:23][C:24]1[CH:25]=[C:26]2[C:31](=[CH:32][C:33]=1[Cl:34])[N:30]=[C:29]([Cl:35])[N:28]=[C:27]2Cl.